This data is from Full USPTO retrosynthesis dataset with 1.9M reactions from patents (1976-2016). The task is: Predict the reactants needed to synthesize the given product. (1) Given the product [CH2:3]([NH:10][C:11](=[O:33])[N:12]([C:14]1[CH:15]=[C:16]([C:20]2[N:25]=[CH:24][C:23]([CH2:26][CH2:27][C:28]([OH:30])=[O:29])=[CH:22][CH:21]=2)[CH:17]=[CH:18][CH:19]=1)[CH3:13])[CH2:4][CH2:5][CH2:6][CH2:7][CH2:8][CH3:9], predict the reactants needed to synthesize it. The reactants are: [OH-].[Na+].[CH2:3]([NH:10][C:11](=[O:33])[N:12]([C:14]1[CH:15]=[C:16]([C:20]2[N:25]=[CH:24][C:23]([CH2:26][CH2:27][C:28]([O:30]CC)=[O:29])=[CH:22][CH:21]=2)[CH:17]=[CH:18][CH:19]=1)[CH3:13])[CH2:4][CH2:5][CH2:6][CH2:7][CH2:8][CH3:9].O1CCCC1.CO.O. (2) The reactants are: O[Li].O.O.C([O:7][C:8]([C:10]1([CH2:14][CH2:15][CH2:16][CH2:17][C:18](=[O:32])[CH2:19][CH2:20][CH2:21][CH2:22][C:23]2([C:27]([O:29]CC)=[O:28])[CH2:26][CH2:25][CH2:24]2)[CH2:13][CH2:12][CH2:11]1)=[O:9])C. Given the product [C:27]([C:23]1([CH2:22][CH2:21][CH2:20][CH2:19][C:18](=[O:32])[CH2:17][CH2:16][CH2:15][CH2:14][C:10]2([C:8]([OH:9])=[O:7])[CH2:11][CH2:12][CH2:13]2)[CH2:26][CH2:25][CH2:24]1)([OH:29])=[O:28], predict the reactants needed to synthesize it. (3) Given the product [ClH:26].[NH:8]1[CH2:13][CH2:12][CH2:11][CH:10]([CH2:14][NH:15][C:16](=[O:25])[O:17][CH2:18][C:19]2[CH:24]=[CH:23][CH:22]=[CH:21][CH:20]=2)[CH2:9]1, predict the reactants needed to synthesize it. The reactants are: C(OC([N:8]1[CH2:13][CH2:12][CH2:11][CH:10]([CH2:14][NH:15][C:16](=[O:25])[O:17][CH2:18][C:19]2[CH:24]=[CH:23][CH:22]=[CH:21][CH:20]=2)[CH2:9]1)=O)(C)(C)C.[ClH:26].O1CCOCC1. (4) Given the product [Cl:27][C:28]1[CH:33]=[CH:32][C:31]([F:37])=[C:30]([C:2]2[CH:3]=[C:4]([NH:8][CH:9]([C:13]3[CH:18]=[C:17]([F:19])[CH:16]=[CH:15][C:14]=3[F:20])[C:10]([NH2:12])=[O:11])[CH:5]=[N:6][CH:7]=2)[CH:29]=1, predict the reactants needed to synthesize it. The reactants are: Br[C:2]1[CH:3]=[C:4]([NH:8][CH:9]([C:13]2[CH:18]=[C:17]([F:19])[CH:16]=[CH:15][C:14]=2[F:20])[C:10]([NH2:12])=[O:11])[CH:5]=[N:6][CH:7]=1.C([O-])([O-])=O.[K+].[K+].[Cl:27][C:28]1[CH:29]=[CH:30][C:31]([F:37])=[C:32](B(O)O)[CH:33]=1. (5) Given the product [NH2:1][C@H:2]([C:9]([NH:11][C@@H:12]([C:23]([NH:25][C@H:26]([C:39]([O:41][CH3:42])=[O:40])[CH2:27][CH2:28][CH2:29][CH2:30][NH:31][C:32]([O:34][C:35]([CH3:37])([CH3:38])[CH3:36])=[O:33])=[O:24])[CH2:13][C:14]1[C:22]2[C:17](=[CH:18][CH:19]=[CH:20][CH:21]=2)[NH:16][CH:15]=1)=[O:10])[C:3]1[CH:4]=[CH:5][CH:6]=[CH:7][CH:8]=1, predict the reactants needed to synthesize it. The reactants are: [NH:1](C(OCC1C=CC=CC=1)=O)[C@H:2]([C:9]([NH:11][C@@H:12]([C:23]([NH:25][C@H:26]([C:39]([O:41][CH3:42])=[O:40])[CH2:27][CH2:28][CH2:29][CH2:30][NH:31][C:32]([O:34][C:35]([CH3:38])([CH3:37])[CH3:36])=[O:33])=[O:24])[CH2:13][C:14]1[C:22]2[C:17](=[CH:18][CH:19]=[CH:20][CH:21]=2)[NH:16][CH:15]=1)=[O:10])[C:3]1[CH:8]=[CH:7][CH:6]=[CH:5][CH:4]=1. (6) Given the product [CH3:10][CH2:9][CH:11]([NH:14][C:2]1[CH:7]=[N:6][CH:5]=[C:4]([Cl:8])[N:3]=1)[CH2:12][CH3:13], predict the reactants needed to synthesize it. The reactants are: Cl[C:2]1[CH:7]=[N:6][CH:5]=[C:4]([Cl:8])[N:3]=1.[CH2:9]([CH:11]([NH2:14])[CH2:12][CH3:13])[CH3:10].